This data is from Full USPTO retrosynthesis dataset with 1.9M reactions from patents (1976-2016). The task is: Predict the reactants needed to synthesize the given product. (1) Given the product [C:28](=[O:29])([O:1][CH2:2][CH2:3][CH:4]([NH2:15])[C:5]1[CH:10]=[CH:9][CH:8]=[C:7]([C:11]([F:12])([F:13])[F:14])[CH:6]=1)[NH2:27], predict the reactants needed to synthesize it. The reactants are: [OH:1][CH2:2][CH2:3][CH:4]([NH:15]C(=O)OC(C)(C)C)[C:5]1[CH:10]=[CH:9][CH:8]=[C:7]([C:11]([F:14])([F:13])[F:12])[CH:6]=1.ClS([N:27]=[C:28]=[O:29])(=O)=O.O.C(=O)([O-])O.[Na+]. (2) Given the product [S:1]1[C:5]2[CH:6]=[CH:7][C:8]([NH:10][C:11]3[C:20]4[C:15](=[CH:16][C:17]([O:28][CH2:37][C:38]([NH2:40])=[O:39])=[C:18]([S:21]([C:24]([CH3:25])([CH3:27])[CH3:26])(=[O:22])=[O:23])[CH:19]=4)[N:14]=[CH:13][N:12]=3)=[CH:9][C:4]=2[N:3]=[CH:2]1, predict the reactants needed to synthesize it. The reactants are: [S:1]1[C:5]2[CH:6]=[CH:7][C:8]([NH:10][C:11]3[C:20]4[C:15](=[CH:16][C:17]([OH:28])=[C:18]([S:21]([C:24]([CH3:27])([CH3:26])[CH3:25])(=[O:23])=[O:22])[CH:19]=4)[N:14]=[CH:13][N:12]=3)=[CH:9][C:4]=2[N:3]=[CH:2]1.C(N(CC)CC)C.Br[CH2:37][C:38]([NH2:40])=[O:39].[H-].[Na+].